Dataset: Reaction yield outcomes from USPTO patents with 853,638 reactions. Task: Predict the reaction yield, written as a fraction of the theoretical maximum amount of product (1.0 means a 100% yield; for example, 0.34 means a 34% yield). (1) The reactants are [Br:1][C:2]1[CH:6]=[N:5][N:4]([CH3:7])[C:3]=1[C:8]1[CH:9]=[C:10]([NH:16][C:17]([NH:19][C:20]2[CH:25]=[CH:24][C:23]([Cl:26])=[CH:22][CH:21]=2)=[O:18])[CH:11]=[CH:12][C:13]=1[O:14]C.[Al+3].[Cl-].[Cl-].[Cl-].CCOC(C)=O.C(C(C(C([O-])=O)O)O)([O-])=O.[Na+].[K+]. The catalyst is C(Cl)Cl. The product is [Br:1][C:2]1[CH:6]=[N:5][N:4]([CH3:7])[C:3]=1[C:8]1[CH:9]=[C:10]([NH:16][C:17]([NH:19][C:20]2[CH:21]=[CH:22][C:23]([Cl:26])=[CH:24][CH:25]=2)=[O:18])[CH:11]=[CH:12][C:13]=1[OH:14]. The yield is 0.270. (2) The reactants are Br[C:2]1[CH:7]=[CH:6][C:5]([C:8]([C:10]2[N:18]3[C:13]([CH:14]=[C:15]([CH:19]([CH3:21])[CH3:20])[CH:16]=[CH:17]3)=[C:12]([C:22](=[O:27])[C:23]([CH3:26])([CH3:25])[CH3:24])[C:11]=2[CH2:28][C:29]([CH3:35])([CH3:34])[C:30]([O:32][CH3:33])=[O:31])=[O:9])=[CH:4][CH:3]=1.[CH3:36][O:37][C:38]1[CH:43]=[CH:42][C:41](B(O)O)=[CH:40][N:39]=1.C([O-])([O-])=O.[Na+].[Na+]. The catalyst is C1COCC1.C1C=CC([P]([Pd]([P](C2C=CC=CC=2)(C2C=CC=CC=2)C2C=CC=CC=2)([P](C2C=CC=CC=2)(C2C=CC=CC=2)C2C=CC=CC=2)[P](C2C=CC=CC=2)(C2C=CC=CC=2)C2C=CC=CC=2)(C2C=CC=CC=2)C2C=CC=CC=2)=CC=1. The product is [CH3:24][C:23]([CH3:25])([CH3:26])[C:22]([C:12]1[C:11]([CH2:28][C:29]([CH3:34])([CH3:35])[C:30]([O:32][CH3:33])=[O:31])=[C:10]([C:8]([C:5]2[CH:6]=[CH:7][CH:2]=[C:3]([C:41]3[CH:40]=[N:39][C:38]([O:37][CH3:36])=[CH:43][CH:42]=3)[CH:4]=2)=[O:9])[N:18]2[C:13]=1[CH:14]=[C:15]([CH:19]([CH3:20])[CH3:21])[CH:16]=[CH:17]2)=[O:27]. The yield is 0.880. (3) The reactants are [CH3:1][C:2]1[C:3]([O:29][CH2:30][CH:31]2[CH2:36][CH2:35][NH:34][CH2:33][CH2:32]2)=[N:4][N:5]([C:23]2[CH:28]=[CH:27][CH:26]=[CH:25][CH:24]=2)[C:6]=1[NH:7][C:8]([NH:10][CH2:11][C:12]1[CH:17]=[CH:16][CH:15]=[CH:14][C:13]=1[O:18][C:19]([F:22])([F:21])[F:20])=[O:9].C=O.[CH:39](O)=O. The catalyst is CO. The product is [CH3:1][C:2]1[C:3]([O:29][CH2:30][CH:31]2[CH2:32][CH2:33][N:34]([CH3:39])[CH2:35][CH2:36]2)=[N:4][N:5]([C:23]2[CH:28]=[CH:27][CH:26]=[CH:25][CH:24]=2)[C:6]=1[NH:7][C:8]([NH:10][CH2:11][C:12]1[CH:17]=[CH:16][CH:15]=[CH:14][C:13]=1[O:18][C:19]([F:22])([F:21])[F:20])=[O:9]. The yield is 0.510. (4) The reactants are [H-].[Na+].[NH:3]1[CH:7]=[C:6]([CH:8]=[O:9])[CH:5]=[N:4]1.Br[CH2:11][CH2:12][O:13][C:14]1[CH:19]=[CH:18][CH:17]=[CH:16][CH:15]=1. The yield is 0.710. The catalyst is CN(C=O)C. The product is [O:13]([CH2:12][CH2:11][N:3]1[CH:7]=[C:6]([CH:8]=[O:9])[CH:5]=[N:4]1)[C:14]1[CH:19]=[CH:18][CH:17]=[CH:16][CH:15]=1. (5) The reactants are [Cl:1][C:2]1[CH:7]=[C:6]([CH2:8]O)[CH:5]=[C:4]([NH:10][CH2:11][C:12]2[CH:17]=[CH:16][C:15]([O:18][CH3:19])=[CH:14][CH:13]=2)[N:3]=1.C(N(CC)CC)C.CS(Cl)(=O)=O.[CH3:32][C:33]1[CH:34]=[C:35]([CH:49]=[C:50]([CH3:52])[CH:51]=1)[C:36]([C:38]1[NH:43][C:42](=[O:44])[NH:41][C:40](=[O:45])[C:39]=1[CH:46]([CH3:48])[CH3:47])=[O:37].C(=O)([O-])[O-].[K+].[K+].[I-].[Li+]. The catalyst is C(Cl)(Cl)Cl.CN(C=O)C. The product is [Cl:1][C:2]1[CH:7]=[C:6]([CH2:8][N:43]2[C:38]([C:36](=[O:37])[C:35]3[CH:34]=[C:33]([CH3:32])[CH:51]=[C:50]([CH3:52])[CH:49]=3)=[C:39]([CH:46]([CH3:47])[CH3:48])[C:40](=[O:45])[NH:41][C:42]2=[O:44])[CH:5]=[C:4]([NH:10][CH2:11][C:12]2[CH:17]=[CH:16][C:15]([O:18][CH3:19])=[CH:14][CH:13]=2)[N:3]=1. The yield is 0.660.